From a dataset of Forward reaction prediction with 1.9M reactions from USPTO patents (1976-2016). Predict the product of the given reaction. (1) Given the reactants Cl.[NH2:2][C@@H:3]([CH2:33][C:34]1[S:35][CH:36]=[CH:37][CH:38]=1)[C:4]([N:6]1[CH2:11][CH2:10][CH:9]([N:12]2[N:21]=[C:20]([C:22]3[CH:27]=[CH:26][C:25]([O:28][CH3:29])=[C:24]([O:30][CH3:31])[CH:23]=3)[C@@H:19]3[C@@H:14]([CH2:15][CH2:16][CH2:17][CH2:18]3)[C:13]2=[O:32])[CH2:8][CH2:7]1)=[O:5].[CH:39]1([CH2:42][O:43][C:44]2[CH:52]=[CH:51][C:47]3[O:48][CH2:49][O:50][C:46]=3[C:45]=2[C:53]2[C:54]3[NH:61][CH:60]=[C:59]([C:62](O)=[O:63])[C:55]=3[N:56]=[CH:57][N:58]=2)[CH2:41][CH2:40]1.CCOC(C(C#N)=NOC(N1CCOCC1)=[N+](C)C)=O.F[P-](F)(F)(F)(F)F.CCN(C(C)C)C(C)C, predict the reaction product. The product is: [CH:39]1([CH2:42][O:43][C:44]2[CH:52]=[CH:51][C:47]3[O:48][CH2:49][O:50][C:46]=3[C:45]=2[C:53]2[C:54]3[NH:61][CH:60]=[C:59]([C:62]([NH:2][C@@H:3]([CH2:33][C:34]4[S:35][CH:36]=[CH:37][CH:38]=4)[C:4]([N:6]4[CH2:7][CH2:8][CH:9]([N:12]5[N:21]=[C:20]([C:22]6[CH:27]=[CH:26][C:25]([O:28][CH3:29])=[C:24]([O:30][CH3:31])[CH:23]=6)[C@@H:19]6[C@@H:14]([CH2:15][CH2:16][CH2:17][CH2:18]6)[C:13]5=[O:32])[CH2:10][CH2:11]4)=[O:5])=[O:63])[C:55]=3[N:56]=[CH:57][N:58]=2)[CH2:40][CH2:41]1. (2) Given the reactants Cl[C:2]1[N:7]=[C:6]([NH:8][CH:9]([C:16]2[CH:21]=[CH:20][C:19]([F:22])=[CH:18][CH:17]=2)[C:10]2[N:11]([CH3:15])[CH:12]=[CH:13][N:14]=2)[N:5]=[C:4]([NH:23][C:24]2[N:25]=[CH:26][N:27]([CH3:29])[CH:28]=2)[N:3]=1.[NH:30]1[CH2:35][CH2:34][O:33][CH2:32][CH2:31]1, predict the reaction product. The product is: [F:22][C:19]1[CH:20]=[CH:21][C:16]([CH:9]([C:10]2[N:11]([CH3:15])[CH:12]=[CH:13][N:14]=2)[NH:8][C:6]2[N:5]=[C:4]([NH:23][C:24]3[N:25]=[CH:26][N:27]([CH3:29])[CH:28]=3)[N:3]=[C:2]([N:30]3[CH2:35][CH2:34][O:33][CH2:32][CH2:31]3)[N:7]=2)=[CH:17][CH:18]=1. (3) The product is: [CH3:1][O:2][C:3]1[CH:20]=[C:19]([O:21][CH3:22])[CH:18]=[C:17]2[C:4]=1[C@@:5]1([CH3:26])[C@H:14]([CH2:15][S:16]2=[O:32])[C@:13]2([CH3:23])[C@H:8]([C:9]([CH3:25])([CH3:24])[CH2:10][CH2:11][CH2:12]2)[CH2:7][CH2:6]1. Given the reactants [CH3:1][O:2][C:3]1[CH:20]=[C:19]([O:21][CH3:22])[CH:18]=[C:17]2[C:4]=1[C@@:5]1([CH3:26])[C@H:14]([CH2:15][S:16]2)[C@:13]2([CH3:23])[C@H:8]([C:9]([CH3:25])([CH3:24])[CH2:10][CH2:11][CH2:12]2)[CH2:7][CH2:6]1.ClC1C=C(C=CC=1)C(OO)=[O:32], predict the reaction product. (4) Given the reactants [BH4-].[Na+].[Cl:3][C:4]1[CH:9]=[CH:8][C:7]([C:10]2[C:11]([C:18]([O:20][CH3:21])=[O:19])=[CH:12][C:13]([C:16]#[N:17])=[CH:14][CH:15]=2)=[CH:6][CH:5]=1, predict the reaction product. The product is: [NH2:17][CH2:16][C:13]1[CH:12]=[C:11]([C:18]([O:20][CH3:21])=[O:19])[C:10]([C:7]2[CH:8]=[CH:9][C:4]([Cl:3])=[CH:5][CH:6]=2)=[CH:15][CH:14]=1.